Task: Regression. Given two drug SMILES strings and cell line genomic features, predict the synergy score measuring deviation from expected non-interaction effect.. Dataset: NCI-60 drug combinations with 297,098 pairs across 59 cell lines (1) Drug 1: CC=C1C(=O)NC(C(=O)OC2CC(=O)NC(C(=O)NC(CSSCCC=C2)C(=O)N1)C(C)C)C(C)C. Drug 2: CN(CC1=CN=C2C(=N1)C(=NC(=N2)N)N)C3=CC=C(C=C3)C(=O)NC(CCC(=O)O)C(=O)O. Cell line: CCRF-CEM. Synergy scores: CSS=19.1, Synergy_ZIP=2.23, Synergy_Bliss=-0.843, Synergy_Loewe=-7.56, Synergy_HSA=-1.14. (2) Drug 1: CC12CCC3C(C1CCC2=O)CC(=C)C4=CC(=O)C=CC34C. Drug 2: C1C(C(OC1N2C=NC3=C2NC=NCC3O)CO)O. Cell line: SF-268. Synergy scores: CSS=49.7, Synergy_ZIP=1.46, Synergy_Bliss=2.27, Synergy_Loewe=2.90, Synergy_HSA=2.00.